From a dataset of Full USPTO retrosynthesis dataset with 1.9M reactions from patents (1976-2016). Predict the reactants needed to synthesize the given product. (1) Given the product [CH3:1][O:2][C:3]([C:5]1[C:13]2[C:8](=[CH:9][CH:10]=[CH:11][C:12]=2[F:14])[N:7]([CH2:21][CH2:20][O:19][C:18]([F:31])([F:30])[F:17])[CH:6]=1)=[O:4], predict the reactants needed to synthesize it. The reactants are: [CH3:1][O:2][C:3]([C:5]1[C:13]2[C:8](=[CH:9][CH:10]=[CH:11][C:12]=2[F:14])[NH:7][CH:6]=1)=[O:4].[H-].[Na+].[F:17][C:18]([F:31])([F:30])[O:19][CH2:20][CH2:21]OS(C(F)(F)F)(=O)=O. (2) The reactants are: Cl[C:2]1[C:11]2[C:6](=[CH:7][CH:8]=[C:9]([Cl:12])[CH:10]=2)[N:5]=[C:4]([N:13]2[CH2:19][C:18]3[CH:20]=[CH:21][C:22]([O:24][CH3:25])=[CH:23][C:17]=3[S:16](=[O:27])(=[O:26])[CH2:15][CH2:14]2)[CH:3]=1.[O:28]1[CH2:31][C:30]([CH2:34][NH2:35])([CH2:32][NH2:33])[CH2:29]1. Given the product [NH2:33][CH2:32][C:30]1([CH2:34][NH:35][C:2]2[C:11]3[C:6](=[CH:7][CH:8]=[C:9]([Cl:12])[CH:10]=3)[N:5]=[C:4]([N:13]3[CH2:19][C:18]4[CH:20]=[CH:21][C:22]([O:24][CH3:25])=[CH:23][C:17]=4[S:16](=[O:26])(=[O:27])[CH2:15][CH2:14]3)[CH:3]=2)[CH2:31][O:28][CH2:29]1, predict the reactants needed to synthesize it. (3) Given the product [CH2:20]([O:22][C:23](=[O:26])[CH2:24][N:5]([CH2:1][CH2:2][CH:3]=[CH2:4])[C@H:6]([C:8]1[CH:9]=[CH:10][CH:11]=[CH:12][CH:13]=1)[CH3:7])[CH3:21], predict the reactants needed to synthesize it. The reactants are: [CH2:1]([NH:5][C@H:6]([C:8]1[CH:13]=[CH:12][CH:11]=[CH:10][CH:9]=1)[CH3:7])[CH2:2][CH:3]=[CH2:4].C([O-])([O-])=O.[K+].[K+].[CH2:20]([O:22][C:23](=[O:26])[CH2:24]Br)[CH3:21].